Dataset: Catalyst prediction with 721,799 reactions and 888 catalyst types from USPTO. Task: Predict which catalyst facilitates the given reaction. Reactant: BrC1C(F)=CC2C3CC(C3)N3C(CC4N(C)N=CC=4)=C(C(OC)=O)N=C3C=2C=1.[Br:29][C:30]1[C:31]([F:56])=[CH:32][C:33]2[O:39][CH2:38][CH2:37][N:36]3[C:40]([CH:47](O)[C:48]4[N:52]([CH3:53])[N:51]=[CH:50][CH:49]=4)=[C:41]([C:43]([O:45][CH3:46])=[O:44])[N:42]=[C:35]3[C:34]=2[CH:55]=1.CS(Cl)(=O)=O.[H][H]. Product: [Br:29][C:30]1[C:31]([F:56])=[CH:32][C:33]2[O:39][CH2:38][CH2:37][N:36]3[C:40]([CH2:47][C:48]4[N:52]([CH3:53])[N:51]=[CH:50][CH:49]=4)=[C:41]([C:43]([O:45][CH3:46])=[O:44])[N:42]=[C:35]3[C:34]=2[CH:55]=1. The catalyst class is: 45.